Dataset: Forward reaction prediction with 1.9M reactions from USPTO patents (1976-2016). Task: Predict the product of the given reaction. (1) Given the reactants [CH:1](=[C:8]1[CH2:17][CH2:16][C:11]2(OCC[O:12]2)[CH2:10][CH2:9]1)[C:2]1[CH:7]=[CH:6][CH:5]=[CH:4][CH:3]=1, predict the reaction product. The product is: [CH:1](=[C:8]1[CH2:17][CH2:16][C:11](=[O:12])[CH2:10][CH2:9]1)[C:2]1[CH:7]=[CH:6][CH:5]=[CH:4][CH:3]=1. (2) The product is: [F:41][C:36]1[CH:35]=[CH:34][C:33]2[C:32]([CH:29]3[CH2:30][CH2:31][N:26]([CH2:25][CH2:24][C:13]4[C:14](=[O:15])[N:16]5[CH2:17][CH2:18][CH2:19][C:20](=[O:23])[C:21]5=[N:22][C:12]=4[CH3:11])[CH2:27][CH2:28]3)=[N:40][O:39][C:38]=2[CH:37]=1. Given the reactants C(Cl)(=O)C(Cl)=O.CS(C)=O.[CH3:11][C:12]1[N:22]=[C:21]2[N:16]([CH2:17][CH2:18][CH2:19][CH:20]2[OH:23])[C:14](=[O:15])[C:13]=1[CH2:24][CH2:25][N:26]1[CH2:31][CH2:30][CH:29]([C:32]2[C:33]3[CH:34]=[CH:35][C:36]([F:41])=[CH:37][C:38]=3[O:39][N:40]=2)[CH2:28][CH2:27]1.C(N(CC)CC)C.[Cl-].[NH4+], predict the reaction product.